Dataset: Full USPTO retrosynthesis dataset with 1.9M reactions from patents (1976-2016). Task: Predict the reactants needed to synthesize the given product. (1) Given the product [Br:1][C:2]1[CH:3]=[C:4]2[C:9](=[CH:10][CH:11]=1)[N:8]=[C:7]([C:12]([OH:17])=[O:14])[CH:6]=[CH:5]2, predict the reactants needed to synthesize it. The reactants are: [Br:1][C:2]1[CH:3]=[C:4]2[C:9](=[CH:10][CH:11]=1)[N:8]=[C:7]([C:12]#N)[CH:6]=[CH:5]2.[OH-:14].[Na+].C[OH:17]. (2) Given the product [ClH:20].[Cl:20][C:19]1[C:14]([N:11]2[CH2:10][CH2:9][NH:8][CH2:13][CH2:12]2)=[N:15][CH:16]=[CH:17][CH:18]=1, predict the reactants needed to synthesize it. The reactants are: C(OC([N:8]1[CH2:13][CH2:12][N:11]([C:14]2[C:19]([Cl:20])=[CH:18][CH:17]=[CH:16][N:15]=2)[CH2:10][CH2:9]1)=O)(C)(C)C.Cl. (3) Given the product [F:1][C:2]1[CH:7]=[C:6]([N:16]2[C:17](=[O:24])[CH:18]=[C:19]([C:20]([F:22])([F:23])[F:21])[N:14]([CH3:13])[C:15]2=[O:25])[C:5]([F:9])=[CH:4][C:3]=1[N+:10]([O-:12])=[O:11], predict the reactants needed to synthesize it. The reactants are: [F:1][C:2]1[CH:7]=[C:6](F)[C:5]([F:9])=[CH:4][C:3]=1[N+:10]([O-:12])=[O:11].[CH3:13][N:14]1[C:19]([C:20]([F:23])([F:22])[F:21])=[CH:18][C:17](=[O:24])[NH:16][C:15]1=[O:25].C(=O)([O-])[O-].[K+].[K+]. (4) Given the product [CH2:13]([NH:15][C:16](=[O:17])[O-:18])[CH3:14].[Cl:37][C:36]1[C:35]2[CH:27]3[CH2:28][NH:29][CH2:30][CH:26]3[CH:25]([CH3:33])[C:24]=2[CH:31]=[C:32]([Cl:8])[C:21]=1[O:20][CH3:19], predict the reactants needed to synthesize it. The reactants are: C1C(=O)N([Cl:8])C(=O)C1.C(O)(=O)C.[CH2:13]([NH:15][C:16](=[O:18])[O-:17])[CH3:14].[CH3:19][O:20][C:21]1C=C[C:24]2[CH:25]([CH3:33])[CH:26]3[CH2:30][NH:29][CH2:28][CH:27]3[C:31]=2[CH:32]=1.Cl[CH2:35][CH2:36][Cl:37]. (5) Given the product [CH3:1][N:2]([CH2:4][CH2:5][C:6]1[C:7]2[CH:13]=[CH:12][S:11][C:8]=2[N:9]([S:20]([C:14]2[CH:19]=[CH:18][CH:17]=[CH:16][CH:15]=2)(=[O:22])=[O:21])[CH:10]=1)[CH3:3], predict the reactants needed to synthesize it. The reactants are: [CH3:1][N:2]([CH2:4][CH2:5][C:6]1[C:7]2[CH:13]=[CH:12][S:11][C:8]=2[NH:9][CH:10]=1)[CH3:3].[C:14]1([S:20](Cl)(=[O:22])=[O:21])[CH:19]=[CH:18][CH:17]=[CH:16][CH:15]=1.CC([O-])(C)C.[K+]. (6) Given the product [Br:1][C:2]1[CH:3]=[CH:4][C:5]([N:8]2[CH2:16][C@H:15]3[C@H:10]([N:11]([CH3:17])[CH2:12][CH2:13][CH2:14]3)[CH2:9]2)=[N:6][CH:7]=1, predict the reactants needed to synthesize it. The reactants are: [Br:1][C:2]1[CH:3]=[CH:4][C:5]([N:8]2[CH2:16][C@H:15]3[C@H:10]([NH:11][CH2:12][CH2:13][CH2:14]3)[CH2:9]2)=[N:6][CH:7]=1.[C:17](=O)([O-])[O-].[K+].[K+].IC. (7) Given the product [Cl:20][C:17]1[CH:18]=[CH:19][C:14]([C:6]2[C:7]([C:8]3[CH:13]=[CH:12][N:11]=[CH:10][CH:9]=3)=[C:2]([NH:22][NH2:23])[N:3]=[N:4][CH:5]=2)=[CH:15][CH:16]=1, predict the reactants needed to synthesize it. The reactants are: Cl[C:2]1[N:3]=[N:4][CH:5]=[C:6]([C:14]2[CH:19]=[CH:18][C:17]([Cl:20])=[CH:16][CH:15]=2)[C:7]=1[C:8]1[CH:13]=[CH:12][N:11]=[CH:10][CH:9]=1.O.[NH2:22][NH2:23].